From a dataset of Forward reaction prediction with 1.9M reactions from USPTO patents (1976-2016). Predict the product of the given reaction. (1) Given the reactants [CH:1](=O)[C:2]1[C:3](=[CH:5][CH:6]=[CH:7][CH:8]=1)[OH:4].[CH3:10][N:11]1[CH2:17][CH2:16][CH2:15][NH:14][CH2:13][CH2:12]1.[S:18]1[CH2:24][C:22](=[O:23])[NH:21][C:19]1=S, predict the reaction product. The product is: [OH:4][C:3]1[CH:5]=[CH:6][CH:7]=[CH:8][C:2]=1/[CH:1]=[C:24]1/[C:22](=[O:23])[N:21]=[C:19]([N:14]2[CH2:15][CH2:16][CH2:17][N:11]([CH3:10])[CH2:12][CH2:13]2)[S:18]/1. (2) Given the reactants [OH:1][C:2]1[CH:7]=[CH:6][C:5]([CH2:8][C:9]#[N:10])=[CH:4][CH:3]=1.C([O-])([O-])=O.[K+].[K+].[F:17][C:18]1[CH:25]=[CH:24][CH:23]=[C:22]([F:26])[C:19]=1[CH2:20]Br, predict the reaction product. The product is: [F:17][C:18]1[CH:25]=[CH:24][CH:23]=[C:22]([F:26])[C:19]=1[CH2:20][O:1][C:2]1[CH:7]=[CH:6][C:5]([CH2:8][C:9]#[N:10])=[CH:4][CH:3]=1. (3) Given the reactants [CH3:1][O:2][CH:3]1[CH2:19][CH2:18][N:6]2[C:7](=[O:17])[C:8]3[C:13]([CH:5]2[CH2:4]1)=[C:12]([N+:14]([O-])=O)[CH:11]=[CH:10][CH:9]=3, predict the reaction product. The product is: [NH2:14][C:12]1[CH:11]=[CH:10][CH:9]=[C:8]2[C:13]=1[CH:5]1[CH2:4][CH:3]([O:2][CH3:1])[CH2:19][CH2:18][N:6]1[C:7]2=[O:17]. (4) Given the reactants [Cl:1][C:2]1[CH:7]=[CH:6][CH:5]=[CH:4][C:3]=1[CH:8]([N:18]([C:43]1[CH:48]=[CH:47][CH:46]=[C:45]([F:49])[CH:44]=1)[C:19]([C@H:21]1[N:26]([C:27]2[CH:32]=[C:31]([C:33]#[N:34])[CH:30]=[CH:29][N:28]=2)[C:25](=[O:35])[CH2:24][N:23]([C:36](OC(C)(C)C)=[O:37])[CH2:22]1)=[O:20])[C:9]([NH:11][CH:12]1[CH2:15][C:14]([F:17])([F:16])[CH2:13]1)=[O:10].[C:50](O)(C(F)(F)F)=O.CCN(C(C)C)C(C)C.CC(OC(C)=O)=O, predict the reaction product. The product is: [C:36]([N:23]1[CH2:24][C:25](=[O:35])[N:26]([C:27]2[CH:32]=[C:31]([C:33]#[N:34])[CH:30]=[CH:29][N:28]=2)[C@H:21]([C:19]([N:18]([C@@H:8]([C:3]2[CH:4]=[CH:5][CH:6]=[CH:7][C:2]=2[Cl:1])[C:9]([NH:11][CH:12]2[CH2:13][C:14]([F:17])([F:16])[CH2:15]2)=[O:10])[C:43]2[CH:48]=[CH:47][CH:46]=[C:45]([F:49])[CH:44]=2)=[O:20])[CH2:22]1)(=[O:37])[CH3:50]. (5) Given the reactants Cl[C:2]1[CH:3]=[C:4]([C:11]2[CH:12]=[N:13][C:14]([C:17]([F:20])([F:19])[F:18])=[N:15][CH:16]=2)[CH:5]=[N:6][C:7]=1[CH:8]([F:10])[F:9].F[B-]([CH2:25][NH:26][C:27](=[O:33])[O:28][C:29]([CH3:32])([CH3:31])[CH3:30])(F)F.[K+].COC1C=CC=C(OC)C=1C1C=CC=CC=1P(C1CCCCC1)C1CCCCC1.C([O-])([O-])=O.[Cs+].[Cs+], predict the reaction product. The product is: [F:9][CH:8]([F:10])[C:7]1[C:2]([CH2:25][NH:26][C:27](=[O:33])[O:28][C:29]([CH3:32])([CH3:31])[CH3:30])=[CH:3][C:4]([C:11]2[CH:12]=[N:13][C:14]([C:17]([F:20])([F:19])[F:18])=[N:15][CH:16]=2)=[CH:5][N:6]=1. (6) Given the reactants [Br:1][C:2]1[CH:7]=[CH:6][N:5]=[C:4]([C:8]([OH:10])=O)[CH:3]=1.[NH2:11][CH2:12][CH2:13][OH:14].C1C=CC2N(O)N=NC=2C=1.C(Cl)CCl.C(N(C(C)C)C(C)C)C, predict the reaction product. The product is: [Br:1][C:2]1[CH:7]=[CH:6][N:5]=[C:4]([C:8]([NH:11][CH2:12][CH2:13][OH:14])=[O:10])[CH:3]=1. (7) The product is: [CH:25]([N:2]([CH3:1])[C:3]1[C:4]([C:15]2[CH:16]=[C:17]3[C:21](=[CH:22][CH:23]=2)[NH:20][C:19]([CH3:24])=[CH:18]3)=[N:5][C:6]2[C:11](=[CH:10][C:9]([C:13]3[NH:30][N:29]=[N:28][N:14]=3)=[CH:8][CH:7]=2)[N:12]=1)([CH3:27])[CH3:26]. Given the reactants [CH3:1][N:2]([CH:25]([CH3:27])[CH3:26])[C:3]1[C:4]([C:15]2[CH:16]=[C:17]3[C:21](=[CH:22][CH:23]=2)[NH:20][C:19]([CH3:24])=[CH:18]3)=[N:5][C:6]2[C:11]([N:12]=1)=[CH:10][C:9]([C:13]#[N:14])=[CH:8][CH:7]=2.[N-:28]=[N+:29]=[N-:30].[Na+], predict the reaction product.